This data is from Forward reaction prediction with 1.9M reactions from USPTO patents (1976-2016). The task is: Predict the product of the given reaction. (1) Given the reactants [C:1]1([CH3:18])[CH:6]=[CH:5][C:4]([C:7](=O)[C:8]([C:10]2[CH:15]=[CH:14][C:13]([CH3:16])=[CH:12][CH:11]=2)=O)=[CH:3][CH:2]=1.[N:19]1[CH:24]=[CH:23][CH:22]=[C:21]([NH2:25])[C:20]=1[NH2:26], predict the reaction product. The product is: [C:1]1([CH3:18])[CH:6]=[CH:5][C:4]([C:7]2[N:25]=[C:21]3[CH:22]=[CH:23][CH:24]=[N:19][C:20]3=[N:26][C:8]=2[C:10]2[CH:15]=[CH:14][C:13]([CH3:16])=[CH:12][CH:11]=2)=[CH:3][CH:2]=1. (2) The product is: [C:1]([C:2]1[C:3]([C:4]2[CH:9]=[CH:8][CH:7]=[CH:6][CH:5]=2)=[CH:22][NH:21][CH:20]=1)#[N:10]. Given the reactants [C:1](#[N:10])[CH:2]=[CH:3][C:4]1[CH:9]=[CH:8][CH:7]=[CH:6][CH:5]=1.C1(C)C=CC(S([CH2:20][N+:21]#[C-:22])(=O)=O)=CC=1.[H-].[Na+], predict the reaction product. (3) Given the reactants [F:1][C:2]1[CH:7]=[CH:6][C:5]([N:8]2[C:16]3[C:11](=[CH:12][C:13]([O:17][C@H:18]([C:22]4[CH:27]=[CH:26][CH:25]=[C:24]([O:28][CH3:29])[CH:23]=4)[C@@H:19]([NH2:21])[CH3:20])=[CH:14][CH:15]=3)[CH:10]=[N:9]2)=[CH:4][CH:3]=1.[C:30](O)(=[O:36])[CH2:31][NH:32][C:33]([NH2:35])=[O:34], predict the reaction product. The product is: [C:33]([NH:32][CH2:31][C:30]([NH:21][C@@H:19]([CH3:20])[C@H:18]([O:17][C:13]1[CH:12]=[C:11]2[C:16](=[CH:15][CH:14]=1)[N:8]([C:5]1[CH:4]=[CH:3][C:2]([F:1])=[CH:7][CH:6]=1)[N:9]=[CH:10]2)[C:22]1[CH:27]=[CH:26][CH:25]=[C:24]([O:28][CH3:29])[CH:23]=1)=[O:36])(=[O:34])[NH2:35]. (4) Given the reactants [NH2:1][C:2]1[CH:3]=[C:4]([SH:8])[CH:5]=[CH:6][CH:7]=1.Br[CH2:10][C:11]1[CH:20]=[CH:19][C:14]([C:15]([O:17][CH3:18])=[O:16])=[CH:13][CH:12]=1.[OH-].[Na+], predict the reaction product. The product is: [NH2:1][C:2]1[CH:3]=[C:4]([S:8][CH2:10][C:11]2[CH:20]=[CH:19][C:14]([C:15]([O:17][CH3:18])=[O:16])=[CH:13][CH:12]=2)[CH:5]=[CH:6][CH:7]=1.